From a dataset of Forward reaction prediction with 1.9M reactions from USPTO patents (1976-2016). Predict the product of the given reaction. (1) Given the reactants [NH2:1][C:2]1[N:7]=[C:6]([N:8]2[CH:17]([CH3:18])[CH2:16][C:15]3[C:10](=[CH:11][C:12]([C:19]4[CH:20]=[CH:21][C:22]([C:25](O)=[O:26])=[N:23][CH:24]=4)=[CH:13][CH:14]=3)[CH2:9]2)[CH:5]=[C:4]([N:28]2[CH2:33][CH2:32][N:31]([CH3:34])[CH2:30][CH2:29]2)[N:3]=1.Cl.[NH:36]1[CH2:39][CH:38]([C:40]#[N:41])[CH2:37]1, predict the reaction product. The product is: [NH2:1][C:2]1[N:7]=[C:6]([N:8]2[CH:17]([CH3:18])[CH2:16][C:15]3[C:10](=[CH:11][C:12]([C:19]4[CH:20]=[CH:21][C:22]([C:25]([N:36]5[CH2:39][CH:38]([C:40]#[N:41])[CH2:37]5)=[O:26])=[N:23][CH:24]=4)=[CH:13][CH:14]=3)[CH2:9]2)[CH:5]=[C:4]([N:28]2[CH2:33][CH2:32][N:31]([CH3:34])[CH2:30][CH2:29]2)[N:3]=1. (2) Given the reactants [CH3:1][O:2][CH:3](OC)[O:4][CH3:5].[Br:8][C:9]1[CH:10]=[C:11]([CH:14]=[C:15]([Cl:17])[CH:16]=1)C=O.C1(C)C=CC(S(O)(=O)=O)=CC=1.O.C([O-])(O)=O.[Na+], predict the reaction product. The product is: [Br:8][C:9]1[CH:10]=[C:11]([CH:3]([O:4][CH3:5])[O:2][CH3:1])[CH:14]=[C:15]([Cl:17])[CH:16]=1. (3) Given the reactants [CH:1]([N-:4]C(C)C)(C)[CH3:2].[Li+].[CH2:9]=[C:10]1[CH2:15][CH2:14][CH:13]([C:16]([O:18]C)=O)[CH2:12][CH2:11]1.[S:20](=[O:24])(=O)(O)[OH:21].[C:25](=[O:28])(O)[O-].[Na+].[CH3:30][CH2:31][CH2:32][CH2:33][CH2:34][CH3:35].[CH3:36]CCCCCC.[CH2:43]([C:45]1[CH:50]=[CH:49][CH:48]=[CH:47][CH:46]=1)[CH3:44], predict the reaction product. The product is: [CH2:9]=[C:10]1[CH2:11][CH2:12][CH:13]([C:16](=[O:18])[CH2:36][S:20]([C:32]2[CH:31]=[CH:30][C:35]([O:28][CH2:25][C:43]3[C:45]4[C:50](=[CH:49][CH:48]=[CH:47][CH:46]=4)[N:4]=[C:1]([CH3:2])[CH:44]=3)=[CH:34][CH:33]=2)(=[O:24])=[O:21])[CH2:14][CH2:15]1. (4) Given the reactants N#N.[NH2:3][C:4]1[C:13]([C:14]2[CH2:15][CH2:16][O:17][CH2:18][CH:19]=2)=[CH:12][C:11]2[C:6](=[CH:7][CH:8]=[C:9]([C:20]3[C:25]([CH3:26])=[CH:24][CH:23]=[CH:22][C:21]=3[C:27]([N:29]3[CH2:33][CH2:32][CH2:31][CH2:30]3)=[O:28])[CH:10]=2)[N:5]=1, predict the reaction product. The product is: [NH2:3][C:4]1[C:13]([CH:14]2[CH2:19][CH2:18][O:17][CH2:16][CH2:15]2)=[CH:12][C:11]2[C:6](=[CH:7][CH:8]=[C:9]([C:20]3[C:25]([CH3:26])=[CH:24][CH:23]=[CH:22][C:21]=3[C:27]([N:29]3[CH2:33][CH2:32][CH2:31][CH2:30]3)=[O:28])[CH:10]=2)[N:5]=1. (5) Given the reactants [N:1]1([C:7]2[CH:13]=[CH:12][CH:11]=[CH:10][C:8]=2[NH2:9])[CH2:6][CH2:5][CH2:4][CH2:3][CH2:2]1.[CH3:14][O:15][C:16]1[CH:17]=[C:18]([CH:21]=[CH:22][CH:23]=1)[CH2:19]Br.C(=O)([O-])[O-].[K+].[K+].NC1C=CC=CC=1, predict the reaction product. The product is: [CH3:14][O:15][C:16]1[CH:17]=[C:18]([CH:21]=[CH:22][CH:23]=1)[CH2:19][NH:9][C:8]1[CH:10]=[CH:11][CH:12]=[CH:13][C:7]=1[N:1]1[CH2:6][CH2:5][CH2:4][CH2:3][CH2:2]1. (6) The product is: [CH:35]1([O:1][C:2]2[CH:3]=[CH:4][C:5]([N:8]3[C:13](=[O:14])[C:12]([CH2:15][C:16]4[CH:21]=[CH:20][C:19]([C:22]5[C:23]([C:28]#[N:29])=[CH:24][CH:25]=[CH:26][CH:27]=5)=[CH:18][CH:17]=4)=[C:11]([CH2:30][CH2:31][CH3:32])[N:10]=[C:9]3[CH3:33])=[CH:6][CH:7]=2)[CH2:38][CH2:37][CH2:36]1. Given the reactants [OH:1][C:2]1[CH:7]=[CH:6][C:5]([N:8]2[C:13](=[O:14])[C:12]([CH2:15][C:16]3[CH:21]=[CH:20][C:19]([C:22]4[C:23]([C:28]#[N:29])=[CH:24][CH:25]=[CH:26][CH:27]=4)=[CH:18][CH:17]=3)=[C:11]([CH2:30][CH2:31][CH3:32])[N:10]=[C:9]2[CH3:33])=[CH:4][CH:3]=1.Br[CH:35]1[CH2:38][CH2:37][CH2:36]1.C(=O)([O-])[O-].[Cs+].[Cs+].C(OCC)(=O)C, predict the reaction product. (7) Given the reactants [NH2:1][C:2]1[C:3]([C:9]([NH2:11])=[O:10])=[N:4][C:5]([Br:8])=[CH:6][N:7]=1.[CH3:12]C(OC(C)=O)=O, predict the reaction product. The product is: [Br:8][C:5]1[N:4]=[C:3]2[C:2](=[N:7][CH:6]=1)[N:1]=[CH:12][NH:11][C:9]2=[O:10].